Dataset: Reaction yield outcomes from USPTO patents with 853,638 reactions. Task: Predict the reaction yield, written as a fraction of the theoretical maximum amount of product (1.0 means a 100% yield; for example, 0.34 means a 34% yield). (1) The reactants are [CH2:1]([C:3]([C:28]1[CH:33]=[CH:32][C:31]([O:34][S:35]([C:38]([F:41])([F:40])[F:39])(=[O:37])=[O:36])=[C:30]([CH3:42])[CH:29]=1)([C:6]1[CH:11]=[CH:10][C:9](/[CH:12]=[CH:13]/[C:14]([O:23]COC)([C:19]([F:22])([F:21])[F:20])[C:15]([F:18])([F:17])[F:16])=[C:8]([CH3:27])[CH:7]=1)[CH2:4][CH3:5])[CH3:2].FC(F)(F)C(O)=O. The product is [CH2:1]([C:3]([C:28]1[CH:33]=[CH:32][C:31]([O:34][S:35]([C:38]([F:39])([F:40])[F:41])(=[O:37])=[O:36])=[C:30]([CH3:42])[CH:29]=1)([C:6]1[CH:11]=[CH:10][C:9](/[CH:12]=[CH:13]/[C:14]([OH:23])([C:19]([F:20])([F:21])[F:22])[C:15]([F:16])([F:17])[F:18])=[C:8]([CH3:27])[CH:7]=1)[CH2:4][CH3:5])[CH3:2]. The yield is 0.880. The catalyst is ClCCl. (2) The reactants are CS([O:5][CH2:6][C:7]1[CH:8]=[C:9]2[C:14](=[CH:15][CH:16]=1)[CH:13]([C:17]([O:19][CH2:20][CH3:21])=[O:18])[N:12]([C:22]([O:24][C:25]([CH3:28])([CH3:27])[CH3:26])=[O:23])[CH2:11][CH2:10]2)(=O)=O.[CH3:29]O. No catalyst specified. The product is [CH3:29][O:5][CH2:6][C:7]1[CH:8]=[C:9]2[C:14](=[CH:15][CH:16]=1)[CH:13]([C:17]([O:19][CH2:20][CH3:21])=[O:18])[N:12]([C:22]([O:24][C:25]([CH3:28])([CH3:27])[CH3:26])=[O:23])[CH2:11][CH2:10]2. The yield is 0.400. (3) The reactants are [CH2:1]([S:4]([O:7]C)(=[O:6])=[O:5])[CH:2]=[CH2:3].[N:9]1[CH:14]=[CH:13][CH:12]=[CH:11][CH:10]=1. No catalyst specified. The product is [CH2:1]([S:4]([O-:7])(=[O:6])=[O:5])[CH:2]=[CH2:3].[CH3:1][N+:9]1[CH:14]=[CH:13][CH:12]=[CH:11][CH:10]=1. The yield is 0.930. (4) The reactants are Cl[C:2]1[N:7]=[C:6]([NH2:8])[CH:5]=[CH:4][N:3]=1.[CH:9]12[O:16][CH:13]([CH2:14][CH2:15]1)[CH2:12][NH:11][CH2:10]2.C(=O)([O-])[O-].[K+].[K+]. The catalyst is CN(C)C=O.O. The product is [CH:13]12[O:16][CH:9]([CH2:15][CH2:14]1)[CH2:10][N:11]([C:2]1[N:7]=[C:6]([NH2:8])[CH:5]=[CH:4][N:3]=1)[CH2:12]2. The yield is 0.430. (5) The reactants are [CH2:1]([N+:3]([CH3:11])([CH3:10])[CH2:4][CH2:5][CH2:6][C:7]([O-:9])=[O:8])[CH3:2].[OH:12][P:13]([OH:16])([OH:15])=[O:14]. The catalyst is O.CC(C)=O. The product is [P:13]([O-:16])([OH:15])([OH:14])=[O:12].[C:7]([CH2:6][CH2:5][CH2:4][N+:3]([CH2:1][CH3:2])([CH3:10])[CH3:11])([OH:9])=[O:8]. The yield is 0.950.